From a dataset of Catalyst prediction with 721,799 reactions and 888 catalyst types from USPTO. Predict which catalyst facilitates the given reaction. (1) Reactant: BrCCO.Cl.C1([CH:12]([CH:16]2[CH2:21][CH2:20][N:19](C3C=CC(NC(C4C=CC=CC=4C4C=CC(C(F)(F)F)=CC=4)=O)=CC=3)[CH2:18][CH2:17]2)[C:13]([OH:15])=[O:14])C=CC=CC=1. Product: [NH:19]1[CH2:20][CH2:21][CH:16]([CH2:12][C:13]([OH:15])=[O:14])[CH2:17][CH2:18]1. The catalyst class is: 3. (2) Reactant: C(OC([N:11]1[CH2:17][C@H:16]([OH:18])[C@@H:15]([NH:19][C:20](=[O:34])[C@@H:21]([NH:26][C:27]([O:29][C:30]([CH3:33])([CH3:32])[CH3:31])=[O:28])[CH2:22][CH:23]([CH3:25])[CH3:24])[CH2:14][CH2:13][C@H:12]1[CH3:35])=O)C1C=CC=CC=1.CO.[H][H]. Product: [C:30]([O:29][C:27](=[O:28])[NH:26][C@H:21]([C:20](=[O:34])[NH:19][C@H:15]1[CH2:14][CH2:13][C@@H:12]([CH3:35])[NH:11][CH2:17][C@@H:16]1[OH:18])[CH2:22][CH:23]([CH3:25])[CH3:24])([CH3:32])([CH3:33])[CH3:31]. The catalyst class is: 99. (3) Product: [CH3:24][O:23][C:20]1[CH:21]=[CH:22][C:17]([CH2:16][N:15]([CH2:25][C:26]2[CH:31]=[CH:30][C:29]([O:32][CH3:33])=[CH:28][CH:27]=2)[C:10]2[N:9]=[C:8]([C:7]3[CH:6]=[CH:5][N:4]=[CH:3][C:2]=3[NH:34][C:35]3[CH:40]=[N:39][C:38]([O:41][CH3:42])=[CH:37][CH:36]=3)[N:13]=[C:12]([CH3:14])[N:11]=2)=[CH:18][CH:19]=1. Reactant: Cl[C:2]1[CH:3]=[N:4][CH:5]=[CH:6][C:7]=1[C:8]1[N:13]=[C:12]([CH3:14])[N:11]=[C:10]([N:15]([CH2:25][C:26]2[CH:31]=[CH:30][C:29]([O:32][CH3:33])=[CH:28][CH:27]=2)[CH2:16][C:17]2[CH:22]=[CH:21][C:20]([O:23][CH3:24])=[CH:19][CH:18]=2)[N:9]=1.[NH2:34][C:35]1[CH:36]=[CH:37][C:38]([O:41][CH3:42])=[N:39][CH:40]=1.CC([O-])(C)C.[Na+].O1CCOCC1. The catalyst class is: 625. (4) Reactant: [CH2:1]([O:8][C@H:9]1[C@@H:14]([O:15][CH2:16][C:17]2[CH:22]=[CH:21][CH:20]=[CH:19][CH:18]=2)[C@H:13]([O:23][CH2:24][C:25]2[CH:30]=[CH:29][CH:28]=[CH:27][CH:26]=2)[C@@H:12]([CH2:31][O:32][CH2:33][C:34]2[CH:39]=[CH:38][CH:37]=[CH:36][CH:35]=2)[O:11][C@:10]1([CH3:41])[OH:40])[C:2]1[CH:7]=[CH:6][CH:5]=[CH:4][CH:3]=1.O[CH2:43][CH2:44][C:45]1[CH:54]=[CH:53][C:48]([C:49]([NH:51][CH3:52])=[O:50])=[CH:47][CH:46]=1.FC(F)(F)S(O[Si](C)(C)C)(=O)=O.CCN(CC)CC. Product: [CH3:52][NH:51][C:49](=[O:50])[C:48]1[CH:53]=[CH:54][C:45]([CH2:44][CH2:43][O:40][C@:10]2([CH3:41])[C@@H:9]([O:8][CH2:1][C:2]3[CH:7]=[CH:6][CH:5]=[CH:4][CH:3]=3)[C@@H:14]([O:15][CH2:16][C:17]3[CH:22]=[CH:21][CH:20]=[CH:19][CH:18]=3)[C@H:13]([O:23][CH2:24][C:25]3[CH:26]=[CH:27][CH:28]=[CH:29][CH:30]=3)[C@@H:12]([CH2:31][O:32][CH2:33][C:34]3[CH:35]=[CH:36][CH:37]=[CH:38][CH:39]=3)[O:11]2)=[CH:46][CH:47]=1. The catalyst class is: 2. (5) Reactant: [Cl:1][C:2]1[CH:3]=[C:4](B(O)O)[CH:5]=[N:6][CH:7]=1.FC(F)(F)S(O[C:17]1[C@@:21]2([CH3:37])[CH2:22][CH2:23][C@H:24]3[C@H:33]([C@@H:20]2[CH2:19][CH:18]=1)[CH2:32][CH:31]=[C:30]1[C@:25]3([CH3:36])[CH2:26][CH2:27][C:28](=[O:35])[N:29]1[CH3:34])(=O)=O. Product: [Cl:1][C:2]1[CH:3]=[C:4]([C:17]2[C@@:21]3([CH3:37])[CH2:22][CH2:23][C@H:24]4[C@H:33]([C@@H:20]3[CH2:19][CH:18]=2)[CH2:32][CH:31]=[C:30]2[C@:25]4([CH3:36])[CH2:26][CH2:27][C:28](=[O:35])[N:29]2[CH3:34])[CH:5]=[N:6][CH:7]=1. The catalyst class is: 184. (6) Reactant: [C:1]([NH:4][C:5]1[S:9][C:8]2[C:10]([O:15][CH2:16][CH2:17][N:18]([CH2:21][CH3:22])[CH2:19][CH3:20])=[C:11](Br)[CH:12]=[CH:13][C:7]=2[C:6]=1[C:23]([O:25][CH2:26][CH3:27])=[O:24])(=[O:3])[CH3:2].[C:28]1(B(O)O)[CH:33]=[CH:32][CH:31]=[CH:30][CH:29]=1.P([O-])([O-])([O-])=O.[K+].[K+].[K+]. Product: [C:1]([NH:4][C:5]1[S:9][C:8]2[C:10]([O:15][CH2:16][CH2:17][N:18]([CH2:21][CH3:22])[CH2:19][CH3:20])=[C:11]([C:28]3[CH:33]=[CH:32][CH:31]=[CH:30][CH:29]=3)[CH:12]=[CH:13][C:7]=2[C:6]=1[C:23]([O:25][CH2:26][CH3:27])=[O:24])(=[O:3])[CH3:2]. The catalyst class is: 47.